This data is from Reaction yield outcomes from USPTO patents with 853,638 reactions. The task is: Predict the reaction yield, written as a fraction of the theoretical maximum amount of product (1.0 means a 100% yield; for example, 0.34 means a 34% yield). (1) The reactants are [Br:1][C:2]1[CH:18]=[CH:17][C:5]2[C:6]3[N:7]([CH:11]=[C:12]([C:14]([OH:16])=O)[N:13]=3)[CH2:8][CH2:9][O:10][C:4]=2[CH:3]=1.[C:19]([NH:26][C:27]([S:29][CH3:30])=[NH:28])([O:21][C:22]([CH3:25])([CH3:24])[CH3:23])=[O:20].CN(C(ON1N=NC2C=CC=NC1=2)=[N+](C)C)C.F[P-](F)(F)(F)(F)F.CCN(C(C)C)C(C)C. The catalyst is C(Cl)Cl. The product is [Br:1][C:2]1[CH:18]=[CH:17][C:5]2[C:6]3[N:7]([CH:11]=[C:12]([C:14]([N:28]=[C:27]([S:29][CH3:30])[NH:26][C:19]([O:21][C:22]([CH3:23])([CH3:24])[CH3:25])=[O:20])=[O:16])[N:13]=3)[CH2:8][CH2:9][O:10][C:4]=2[CH:3]=1. The yield is 0.600. (2) The reactants are Br[C:2]1[CH:9]=[CH:8][C:5]([C:6]#[N:7])=[C:4]([F:10])[CH:3]=1.C([O-])([O-])=O.[K+].[K+].O.[CH3:18][C:19]([OH:23])([C:21]#[CH:22])[CH3:20]. The catalyst is [Pd].COCCOC.[Cu]I.Cl[Pd]Cl.C1(P(C2C=CC=CC=2)C2C=CC=CC=2)C=CC=CC=1. The product is [F:10][C:4]1[CH:3]=[C:2]([C:22]#[C:21][C:19]([OH:23])([CH3:20])[CH3:18])[CH:9]=[CH:8][C:5]=1[C:6]#[N:7]. The yield is 0.980. (3) The reactants are [Cl:1][C:2]1[N:7]=[CH:6][C:5]([NH:8]C(=O)OC(C)(C)C)=[C:4]([C:16]#[C:17][CH:18]2[CH2:21][CH2:20][CH2:19]2)[CH:3]=1.CC([O-])(C)C.[K+]. The catalyst is CN(C=O)C.O. The product is [Cl:1][C:2]1[CH:3]=[C:4]2[CH:16]=[C:17]([CH:18]3[CH2:21][CH2:20][CH2:19]3)[NH:8][C:5]2=[CH:6][N:7]=1. The yield is 0.530. (4) The reactants are [F:1][C:2]1[CH:11]=[CH:10][CH:9]=[C:8]2[C:3]=1[CH2:4][NH:5][C:6]([CH3:12])=[N:7]2.C(Cl)(Cl)Cl. The product is [F:1][C:2]1[CH:11]=[CH:10][CH:9]=[C:8]2[C:3]=1[CH:4]=[N:5][C:6]([CH3:12])=[N:7]2. The yield is 0.980. The catalyst is [O-2].[O-2].[Mn+4]. (5) The reactants are [C:1]1([S:7][CH2:8][CH2:9][CH2:10][C:11]([OH:13])=O)[CH:6]=[CH:5][CH:4]=[CH:3][CH:2]=1.[NH2:14][C:15]1[CH:20]=[CH:19][CH:18]=[CH:17][C:16]=1[NH:21]C(=O)OC(C)(C)C.CCN=C=NCCCN(C)C.O. The catalyst is C(Cl)Cl. The product is [NH2:14][C:15]1[CH:20]=[CH:19][CH:18]=[CH:17][C:16]=1[NH:21][C:11](=[O:13])[CH2:10][CH2:9][CH2:8][S:7][C:1]1[CH:2]=[CH:3][CH:4]=[CH:5][CH:6]=1. The yield is 0.550.